From a dataset of Forward reaction prediction with 1.9M reactions from USPTO patents (1976-2016). Predict the product of the given reaction. (1) Given the reactants [CH:1]1[C:10]2[C@H:11]3[CH2:16][NH:15][CH2:14][CH2:13][C@H:12]3[N:8]3[C:9]=2[C:4]([CH2:5][CH2:6][CH2:7]3)=[CH:3][CH:2]=1.Cl[CH2:18][CH2:19][CH2:20][O:21][C:22]1[CH:27]=[CH:26][C:25]([F:28])=[CH:24][CH:23]=1.C([O-])([O-])=O.[K+].[K+], predict the reaction product. The product is: [F:28][C:25]1[CH:26]=[CH:27][C:22]([O:21][CH2:20][CH2:19][CH2:18][N:15]2[CH2:14][CH2:13][C@H:12]3[N:8]4[C:9]5[C:4](=[CH:3][CH:2]=[CH:1][C:10]=5[C@H:11]3[CH2:16]2)[CH2:5][CH2:6][CH2:7]4)=[CH:23][CH:24]=1. (2) Given the reactants [CH:1]1([CH2:4][O:5][C:6]2[CH:7]=[CH:8][C:9]3[O:13][C:12]([N:14]4[CH2:19][CH2:18][CH:17]([O:20][CH2:21][C@@H:22]([NH:24][C:25](=O)[O:26]C(C)(C)C)[CH3:23])[CH2:16][CH2:15]4)=[N:11][C:10]=3[CH:32]=2)[CH2:3][CH2:2]1.Cl.[C:34](OCC)(=O)C, predict the reaction product. The product is: [CH:1]1([CH2:4][O:5][C:6]2[CH:7]=[CH:8][C:9]3[O:13][C:12]([N:14]4[CH2:19][CH2:18][CH:17]([O:20][CH2:21][C@@H:22]([NH:24][C:25](=[O:26])[CH3:34])[CH3:23])[CH2:16][CH2:15]4)=[N:11][C:10]=3[CH:32]=2)[CH2:3][CH2:2]1.